From a dataset of Reaction yield outcomes from USPTO patents with 853,638 reactions. Predict the reaction yield, written as a fraction of the theoretical maximum amount of product (1.0 means a 100% yield; for example, 0.34 means a 34% yield). (1) The reactants are [O:1]1[CH2:6][CH2:5][CH2:4][CH2:3][CH:2]1[N:7]1[C:15]2[C:10](=[CH:11][C:12]([C:16]3[N:20]=[CH:19][N:18]([C:21]([C:34]4[CH:39]=[CH:38][CH:37]=[CH:36][CH:35]=4)([C:28]4[CH:33]=[CH:32][CH:31]=[CH:30][CH:29]=4)[C:22]4[CH:27]=[CH:26][CH:25]=[CH:24][CH:23]=4)[N:17]=3)=[CH:13][CH:14]=2)[C:9]([C:40]2[CH:41]=[C:42]([CH:47]=[CH:48][CH:49]=2)[C:43](OC)=[O:44])=[N:8]1.O.[OH-].[Li+].[NH2:53][CH:54]1[CH2:62][C:61]2[C:56](=[CH:57][CH:58]=[CH:59][CH:60]=2)[CH2:55]1.O.ON1C2C=CC=CC=2N=N1.Cl.CN(C)CCCN=C=NCC. The catalyst is O1CCCC1.O1CCCC1.O. The product is [CH2:55]1[C:56]2[C:61](=[CH:60][CH:59]=[CH:58][CH:57]=2)[CH2:62][CH:54]1[NH:53][C:43]([C:42]1[CH:47]=[CH:48][CH:49]=[C:40]([C:9]2[C:10]3[C:15](=[CH:14][CH:13]=[C:12]([C:16]4[N:20]=[CH:19][N:18]([C:21]([C:28]5[CH:29]=[CH:30][CH:31]=[CH:32][CH:33]=5)([C:34]5[CH:39]=[CH:38][CH:37]=[CH:36][CH:35]=5)[C:22]5[CH:27]=[CH:26][CH:25]=[CH:24][CH:23]=5)[N:17]=4)[CH:11]=3)[N:7]([CH:2]3[CH2:3][CH2:4][CH2:5][CH2:6][O:1]3)[N:8]=2)[CH:41]=1)=[O:44]. The yield is 0.740. (2) The reactants are [Cl:1][C:2]1[C:3]([NH:18][C:19]2[C:26]([F:27])=[CH:25][CH:24]=[CH:23]C=2C#N)=[CH:4][C:5]([NH:8][C:9]2[N:13]([CH:14]([CH3:16])[CH3:15])[N:12]=[C:11]([CH3:17])[CH:10]=2)=[N:6][CH:7]=1.[OH-].[Na+].[C:30]([O:33]CC)(=[O:32])[CH3:31]. The catalyst is O1CCOCC1. The product is [Cl:1][C:2]1[C:3]([NH:18][C:19]2[C:26]([F:27])=[CH:25][CH:24]=[CH:23][C:31]=2[C:30]([OH:33])=[O:32])=[CH:4][C:5]([NH:8][C:9]2[N:13]([CH:14]([CH3:16])[CH3:15])[N:12]=[C:11]([CH3:17])[CH:10]=2)=[N:6][CH:7]=1. The yield is 0.750.